Dataset: Catalyst prediction with 721,799 reactions and 888 catalyst types from USPTO. Task: Predict which catalyst facilitates the given reaction. (1) The catalyst class is: 121. Reactant: Cl[C:2]1[CH:11]=[CH:10][N:9]=[C:8]2[C:3]=1[C:4]1[CH:16]=[CH:15][CH:14]=[CH:13][C:5]=1[C:6](=[O:12])[NH:7]2.[CH2:17]([NH:24][C:25]1[CH:30]=[CH:29][C:28]([OH:31])=[CH:27][CH:26]=1)[C:18]1C=CC=CC=1.C(=O)([O-])[O-:33].[K+].[K+]. Product: [O:12]=[C:6]1[C:5]2[CH:13]=[CH:14][CH:15]=[CH:16][C:4]=2[C:3]2[C:8](=[N:9][CH:10]=[CH:11][C:2]=2[O:31][C:28]2[CH:29]=[CH:30][C:25]([NH:24][C:17](=[O:33])[CH3:18])=[CH:26][CH:27]=2)[NH:7]1. (2) Reactant: [NH2:1][C:2]1[CH:3]=[C:4]([OH:8])[CH:5]=[CH:6][CH:7]=1.[CH:9](O)([CH3:11])[CH3:10].C1(P(C2C=CC=CC=2)C2C=CC=CC=2)C=CC=CC=1.CCOC(/N=N/C(OCC)=O)=O. Product: [CH:9]([O:8][C:4]1[CH:3]=[C:2]([NH2:1])[CH:7]=[CH:6][CH:5]=1)([CH3:11])[CH3:10]. The catalyst class is: 1. (3) Reactant: [CH3:1][O:2][C:3]1[CH:8]=[CH:7][C:6]([C:9]2[C:17]3[C:12](=[CH:13][CH:14]=[C:15]([C:18]#[N:19])[CH:16]=3)[N:11](C3CCCCO3)[N:10]=2)=[CH:5][CH:4]=1.O1CCOCC1.Cl.O. Product: [CH3:1][O:2][C:3]1[CH:4]=[CH:5][C:6]([C:9]2[C:17]3[C:12](=[CH:13][CH:14]=[C:15]([C:18]#[N:19])[CH:16]=3)[NH:11][N:10]=2)=[CH:7][CH:8]=1. The catalyst class is: 25.